Dataset: Forward reaction prediction with 1.9M reactions from USPTO patents (1976-2016). Task: Predict the product of the given reaction. (1) Given the reactants C1[O:12][C:4]2([CH2:10][CH:9]3[CH2:11][CH:5]2[CH2:6][NH:7][CH2:8]3)OC1.C(N([CH2:18][CH3:19])CC)C.Cl[C:21]([O:23][CH2:24][CH3:25])=[O:22].C(=O)(O)[O-:27].[Na+], predict the reaction product. The product is: [CH2:24]1[O:23][C:21]([N:7]2[CH2:6][CH:5]3[CH2:11][CH:9]([CH2:10][C:4]3=[O:12])[CH2:8]2)([O:27][CH2:18][CH3:19])[O:22][CH2:25]1. (2) Given the reactants C(OC(=O)[NH:7][C:8]1[S:9][CH:10]=[C:11]([CH2:13][O:14][CH2:15][CH2:16][O:17][CH3:18])[N:12]=1)(C)(C)C.[ClH:20].O1CCOCC1, predict the reaction product. The product is: [ClH:20].[CH3:18][O:17][CH2:16][CH2:15][O:14][CH2:13][C:11]1[N:12]=[C:8]([NH2:7])[S:9][CH:10]=1. (3) Given the reactants F[C:2]1[CH:7]=[C:6]([F:8])[CH:5]=[CH:4][C:3]=1[C:9]1[N:14]=[CH:13][N:12]=[C:11]([NH:15][C:16]2[CH:21]=[CH:20][CH:19]=[C:18]([CH2:22][S:23]([CH3:26])(=[O:25])=[O:24])[CH:17]=2)[N:10]=1.[F:27][C:28]1[CH:35]=[CH:34][CH:33]=[CH:32][C:29]=1[CH2:30][OH:31], predict the reaction product. The product is: [F:8][C:6]1[CH:5]=[CH:4][C:3]([C:9]2[N:14]=[CH:13][N:12]=[C:11]([NH:15][C:16]3[CH:21]=[CH:20][CH:19]=[C:18]([CH2:22][S:23]([CH3:26])(=[O:25])=[O:24])[CH:17]=3)[N:10]=2)=[C:2]([O:31][CH2:30][C:29]2[CH:32]=[CH:33][CH:34]=[CH:35][C:28]=2[F:27])[CH:7]=1. (4) The product is: [NH2:16][C:3]1[CH:4]=[CH:5][C:6]([C:8]([N:10]2[CH2:15][CH2:14][O:13][CH2:12][CH2:11]2)=[O:9])=[N:7][C:2]=1[CH3:1]. Given the reactants [CH3:1][C:2]1[N:7]=[C:6]([C:8]([N:10]2[CH2:15][CH2:14][O:13][CH2:12][CH2:11]2)=[O:9])[CH:5]=[CH:4][C:3]=1[N+:16]([O-])=O.C(O)(=O)C.C(#N)C, predict the reaction product. (5) Given the reactants [OH:1][B:2]1[C@@H:7]([NH:8][C:9](=[O:17])[CH2:10][CH2:11][N:12]2[CH:16]=[CH:15][CH:14]=[N:13]2)[CH2:6][C:5]2[CH:18]=[CH:19][CH:20]=[C:21]([C:22]([OH:24])=[O:23])[C:4]=2[O:3]1, predict the reaction product. The product is: [CH2:21]([O:23][C:22]([C:21]1[C:4]2[O:3][B:2]([OH:1])[C@@H:7]([NH:8][C:9](=[O:17])[CH2:10][CH2:11][N:12]3[CH:16]=[CH:15][CH:14]=[N:13]3)[CH2:6][C:5]=2[CH:18]=[CH:19][CH:20]=1)=[O:24])[CH2:4][CH2:5][CH3:6]. (6) Given the reactants [CH:1]([C:4]1[CH:9]=[CH:8][C:7]([C:10]2[N:14]([CH2:15][CH2:16][O:17][CH3:18])[C:13]3[C:19]([O:38][CH3:39])=[CH:20][C:21]([CH2:27][C:28]4[C:29](S(C)(=O)=O)=[N:30][CH:31]=[CH:32][CH:33]=4)=[C:22]([C:23]([F:26])([F:25])[F:24])[C:12]=3[N:11]=2)=[CH:6][CH:5]=1)([CH3:3])[CH3:2].[CH3:40][CH2:41][O-:42].[Na+].C(O)C.C([O-])(O)=O.[Na+], predict the reaction product. The product is: [CH2:41]([O:42][C:29]1[C:28]([CH2:27][C:21]2[CH:20]=[C:19]([O:38][CH3:39])[C:13]3[N:14]([CH2:15][CH2:16][O:17][CH3:18])[C:10]([C:7]4[CH:6]=[CH:5][C:4]([CH:1]([CH3:2])[CH3:3])=[CH:9][CH:8]=4)=[N:11][C:12]=3[C:22]=2[C:23]([F:24])([F:25])[F:26])=[CH:33][CH:32]=[CH:31][N:30]=1)[CH3:40]. (7) Given the reactants [N:1]([C:4]1[CH:9]=[C:8]([Br:10])[N:7]=[C:6]([C:11]([O:13][CH3:14])=[O:12])[C:5]=1[O:15][CH3:16])=[N+]=[N-].[BH4-].[Na+].C(OCC)(=O)C.O, predict the reaction product. The product is: [NH2:1][C:4]1[CH:9]=[C:8]([Br:10])[N:7]=[C:6]([C:11]([O:13][CH3:14])=[O:12])[C:5]=1[O:15][CH3:16]. (8) Given the reactants [N+:1]([C:4]1[CH:11]=[CH:10][C:7]([CH:8]=O)=[CH:6][CH:5]=1)([O-:3])=[O:2].[NH2:12][N:13]1[C:17]([C:18](=[O:20])[NH2:19])=[CH:16][C:15]([C:21]([O:23][CH3:24])=[O:22])=[CH:14]1, predict the reaction product. The product is: [N+:1]([C:4]1[CH:11]=[CH:10][C:7]([C:8]2[NH:19][C:18](=[O:20])[C:17]3=[CH:16][C:15]([C:21]([O:23][CH3:24])=[O:22])=[CH:14][N:13]3[N:12]=2)=[CH:6][CH:5]=1)([O-:3])=[O:2]. (9) The product is: [NH:11]1[CH2:16][CH2:15][CH2:14][C@H:13]([C:17]([O:19][CH2:20][CH3:21])=[O:18])[CH2:12]1. Given the reactants C(O)(=O)[C@H]([C@@H](C(O)=O)O)O.[NH:11]1[CH2:16][CH2:15][CH2:14][C@H:13]([C:17]([O:19][CH2:20][CH3:21])=[O:18])[CH2:12]1.[OH-].[Na+], predict the reaction product.